Dataset: Full USPTO retrosynthesis dataset with 1.9M reactions from patents (1976-2016). Task: Predict the reactants needed to synthesize the given product. (1) The reactants are: [CH3:1][C:2](=[CH2:33])[CH2:3][O:4][C@@H:5]1[CH2:9][N:8]([CH:10]2[CH2:15][CH2:14][O:13][CH2:12][CH2:11]2)[CH2:7][C@H:6]1[NH:16][C:17](=[O:32])[CH2:18][NH:19][C:20](=[O:31])[C:21]1[CH:26]=[CH:25][CH:24]=[C:23]([C:27]([F:30])([F:29])[F:28])[CH:22]=1. Given the product [CH2:3]([O:4][C@@H:5]1[CH2:9][N:8]([CH:10]2[CH2:11][CH2:12][O:13][CH2:14][CH2:15]2)[CH2:7][C@H:6]1[NH:16][C:17](=[O:32])[CH2:18][NH:19][C:20](=[O:31])[C:21]1[CH:26]=[CH:25][CH:24]=[C:23]([C:27]([F:28])([F:29])[F:30])[CH:22]=1)[CH:2]([CH3:33])[CH3:1], predict the reactants needed to synthesize it. (2) Given the product [Cl:37][C:34]1[CH:35]=[CH:36][C:31]([S:28]([C:17]2([C:20]3[CH:25]=[C:24]([F:26])[CH:23]=[CH:22][C:21]=3[F:27])[CH2:18][CH2:19][CH:14]([CH2:13][S:10]([N:6]3[CH2:7][CH2:8][CH2:9][C@@H:5]3[C:3]([OH:4])=[O:2])(=[O:11])=[O:12])[CH2:15][CH2:16]2)(=[O:30])=[O:29])=[CH:32][CH:33]=1, predict the reactants needed to synthesize it. The reactants are: C[O:2][C:3]([C@H:5]1[CH2:9][CH2:8][CH2:7][N:6]1[S:10]([CH2:13][CH:14]1[CH2:19][CH2:18][C:17]([S:28]([C:31]2[CH:36]=[CH:35][C:34]([Cl:37])=[CH:33][CH:32]=2)(=[O:30])=[O:29])([C:20]2[CH:25]=[C:24]([F:26])[CH:23]=[CH:22][C:21]=2[F:27])[CH2:16][CH2:15]1)(=[O:12])=[O:11])=[O:4].[OH-].[Li+]. (3) Given the product [S:12]([C:8]1[CH:9]=[C:10]2[C:5]([CH:4]=[CH:3][C:2]([C:22]([O:18][CH2:17][CH3:16])=[O:23])=[CH:11]2)=[CH:6][CH:7]=1)(=[O:14])(=[O:13])[NH2:15], predict the reactants needed to synthesize it. The reactants are: I[C:2]1[CH:11]=[C:10]2[C:5]([CH:6]=[CH:7][C:8]([S:12]([NH2:15])(=[O:14])=[O:13])=[CH:9]2)=[CH:4][CH:3]=1.[CH3:16][CH2:17][OH:18].CN([CH:22]=[O:23])C.